Task: Regression. Given a peptide amino acid sequence and an MHC pseudo amino acid sequence, predict their binding affinity value. This is MHC class I binding data.. Dataset: Peptide-MHC class I binding affinity with 185,985 pairs from IEDB/IMGT (1) The peptide sequence is ETDRWGLTK. The MHC is Mamu-B8301 with pseudo-sequence Mamu-B8301. The binding affinity (normalized) is 0.508. (2) The peptide sequence is NHINVILSL. The MHC is Mamu-A07 with pseudo-sequence Mamu-A07. The binding affinity (normalized) is 0.784.